From a dataset of Full USPTO retrosynthesis dataset with 1.9M reactions from patents (1976-2016). Predict the reactants needed to synthesize the given product. (1) Given the product [F:14][C:15]1[CH:23]=[CH:22][C:18]([CH2:19][O:20]/[N:21]=[C:10](/[C:4]2[CH:5]=[CH:6][C:7]([O:8][CH3:9])=[C:2]([OH:1])[CH:3]=2)\[CH3:11])=[CH:17][CH:16]=1, predict the reactants needed to synthesize it. The reactants are: [OH:1][C:2]1[CH:3]=[C:4]([C:10](=O)[CH3:11])[CH:5]=[CH:6][C:7]=1[O:8][CH3:9].Cl.[F:14][C:15]1[CH:23]=[CH:22][C:18]([CH2:19][O:20][NH2:21])=[CH:17][CH:16]=1. (2) Given the product [N:17]([C:20]([CH3:26])([CH3:25])[CH2:21][C:22]([NH:5][CH2:4][C:3]([F:7])([F:6])[F:2])=[O:23])=[N+:18]=[N-:19], predict the reactants needed to synthesize it. The reactants are: Cl.[F:2][C:3]([F:7])([F:6])[CH2:4][NH2:5].CCN(C(C)C)C(C)C.[N:17]([C:20]([CH3:26])([CH3:25])[CH2:21][C:22](Cl)=[O:23])=[N+:18]=[N-:19]. (3) The reactants are: O[C:2]1[C:10]([C:11]2[CH:16]=[CH:15][C:14]([O:17][CH3:18])=[CH:13][CH:12]=2)=[CH:9][C:5]([C:6]([NH2:8])=O)=[CH:4][N:3]=1.Cl.C(N(CC)CC)C.P(Cl)(Cl)[Cl:28].O. Given the product [Cl:28][C:2]1[C:10]([C:11]2[CH:16]=[CH:15][C:14]([O:17][CH3:18])=[CH:13][CH:12]=2)=[CH:9][C:5]([C:6]#[N:8])=[CH:4][N:3]=1, predict the reactants needed to synthesize it.